This data is from Peptide-MHC class I binding affinity with 185,985 pairs from IEDB/IMGT. The task is: Regression. Given a peptide amino acid sequence and an MHC pseudo amino acid sequence, predict their binding affinity value. This is MHC class I binding data. (1) The MHC is H-2-Kd with pseudo-sequence H-2-Kd. The peptide sequence is EDLDLQTQG. The binding affinity (normalized) is 0. (2) The peptide sequence is RRAAVSTLE. The MHC is HLA-A69:01 with pseudo-sequence HLA-A69:01. The binding affinity (normalized) is 0.0847. (3) The peptide sequence is FQLYSDLAH. The MHC is HLA-B58:01 with pseudo-sequence HLA-B58:01. The binding affinity (normalized) is 0.0847.